Dataset: Catalyst prediction with 721,799 reactions and 888 catalyst types from USPTO. Task: Predict which catalyst facilitates the given reaction. (1) Reactant: [F:1][C:2]1[C:7]([OH:8])=[CH:6][CH:5]=[CH:4][C:3]=1[C:9]([CH3:24])([CH3:23])[C:10]([CH:12]([C:18]([O:20]CC)=O)[C:13]([O:15][CH2:16][CH3:17])=[O:14])=[O:11]. Product: [F:1][C:2]1[C:7]([OH:8])=[CH:6][CH:5]=[C:4]2[C:3]=1[C:9]([CH3:24])([CH3:23])[C:10](=[O:11])[C:12]([C:13]([O:15][CH2:16][CH3:17])=[O:14])=[C:18]2[OH:20]. The catalyst class is: 82. (2) Reactant: [NH2:1][C:2]1[CH:18]=[CH:17][C:5]([O:6][C:7]2[C:12]3[C:13]([NH2:16])=[N:14][O:15][C:11]=3[CH:10]=[CH:9][CH:8]=2)=[C:4]([F:19])[CH:3]=1.Cl[C:21]1[CH:26]=[C:25]([C:27]2[CH:32]=[CH:31][N:30]=[CH:29][CH:28]=2)[N:24]=[C:23]([NH2:33])[N:22]=1.Cl. Product: [NH2:16][C:13]1[C:12]2[C:7]([O:6][C:5]3[CH:17]=[CH:18][C:2]([NH:1][C:21]4[CH:26]=[C:25]([C:27]5[CH:32]=[CH:31][N:30]=[CH:29][CH:28]=5)[N:24]=[C:23]([NH2:33])[N:22]=4)=[CH:3][C:4]=3[F:19])=[CH:8][CH:9]=[CH:10][C:11]=2[O:15][N:14]=1. The catalyst class is: 6.